From a dataset of Catalyst prediction with 721,799 reactions and 888 catalyst types from USPTO. Predict which catalyst facilitates the given reaction. Reactant: C1C=CC(C2C=CC=CC=2)=CC=1.C1C=CC(OC2C=CC=CC=2)=CC=1.C1(OC2C=CC=CC=2)C=CC=CC=1.C(O[C:44](=[O:62])[CH:45]=[C:46]([NH:54][C:55]1[CH:60]=[CH:59][C:58]([Br:61])=[CH:57][CH:56]=1)[C:47]1[CH:52]=[CH:51][CH:50]=[C:49]([F:53])[CH:48]=1)CCC. Product: [Br:61][C:58]1[CH:59]=[C:60]2[C:55](=[CH:56][CH:57]=1)[N:54]=[C:46]([C:47]1[CH:52]=[CH:51][CH:50]=[C:49]([F:53])[CH:48]=1)[CH:45]=[C:44]2[OH:62]. The catalyst class is: 81.